This data is from Reaction yield outcomes from USPTO patents with 853,638 reactions. The task is: Predict the reaction yield, written as a fraction of the theoretical maximum amount of product (1.0 means a 100% yield; for example, 0.34 means a 34% yield). (1) The reactants are C([O:3][C:4](=[O:12])[C:5]([NH:7][NH:8][C:9](=[NH:11])[NH2:10])=O)C. The catalyst is O. The product is [NH2:10][C:9]1[NH:8][N:7]=[C:5]([C:4]([OH:3])=[O:12])[N:11]=1. The yield is 0.630. (2) The yield is 0.540. No catalyst specified. The product is [ClH:1].[ClH:48].[Cl:1][C:2]1[CH:3]=[CH:4][C:5]([C:8]2[CH:13]=[CH:12][N:11]([C:14]3[CH:15]=[CH:16][C:17]4[C:18]5[CH2:27][NH:26][CH2:25][CH2:24][C:19]=5[N:20]([CH3:23])[C:21]=4[CH:22]=3)[C:10](=[O:35])[CH:9]=2)=[N:6][CH:7]=1. The reactants are [Cl:1][C:2]1[CH:3]=[CH:4][C:5]([C:8]2[CH:13]=[CH:12][N:11]([C:14]3[CH:15]=[CH:16][C:17]4[C:18]5[CH2:27][N:26](C(OC(C)(C)C)=O)[CH2:25][CH2:24][C:19]=5[N:20]([CH3:23])[C:21]=4[CH:22]=3)[C:10](=[O:35])[CH:9]=2)=[N:6][CH:7]=1.C1(N)C(F)=C(F)C(F)=C(N)C=1F.[ClH:48].Cl. (3) The yield is 0.640. The reactants are FC(F)(F)C(O)=O.[CH2:8]([C@H:11]1[CH2:15][NH:14][CH2:13][C@@:12]1([N:28]=[N+:29]=[N-:30])[C:16]([O:18][CH2:19][C:20](=[O:27])[C:21]1[CH:26]=[CH:25][CH:24]=[CH:23][CH:22]=1)=[O:17])[CH:9]=[CH2:10].[CH2:31]([N:38]([C:43]([O:45][C:46]([CH3:49])([CH3:48])[CH3:47])=[O:44])[CH2:39][C:40](O)=[O:41])[C:32]1[CH:37]=[CH:36][CH:35]=[CH:34][CH:33]=1.CCN(CC)CC.F[P-](F)(F)(F)(F)F.C[N+](C)=C(N(C)C)ON1C2N=CC=CC=2N=N1. The catalyst is C(Cl)Cl. The product is [CH2:8]([C@H:11]1[CH2:15][N:14]([C:40](=[O:41])[CH2:39][N:38]([CH2:31][C:32]2[CH:37]=[CH:36][CH:35]=[CH:34][CH:33]=2)[C:43]([O:45][C:46]([CH3:49])([CH3:47])[CH3:48])=[O:44])[CH2:13][C@@:12]1([N:28]=[N+:29]=[N-:30])[C:16]([O:18][CH2:19][C:20](=[O:27])[C:21]1[CH:26]=[CH:25][CH:24]=[CH:23][CH:22]=1)=[O:17])[CH:9]=[CH2:10]. (4) The reactants are [OH:1][C:2]1[CH:7]=[CH:6][CH:5]=[CH:4][C:3]=1[N+:8]([O-:10])=[O:9].[H-].[Na+].Br[CH2:14][O:15][CH3:16].CN([CH:20]=[O:21])C. No catalyst specified. The product is [CH3:14][O:15][CH2:16][O:1][C:2]1[CH:7]=[C:6]([O:21][CH3:20])[CH:5]=[CH:4][C:3]=1[N+:8]([O-:10])=[O:9]. The yield is 0.880. (5) The reactants are [CH2:1]([CH:8]1[CH2:13][CH2:12][CH2:11][NH:10][CH2:9]1)[C:2]1[CH:7]=[CH:6][CH:5]=[CH:4][CH:3]=1.[CH:14]([C:16]1[CH:31]=[CH:30][C:19]([O:20][C:21]2[CH:29]=[CH:28][C:24]([C:25]([NH2:27])=[O:26])=[CH:23][N:22]=2)=[CH:18][CH:17]=1)=O.C(O[BH-](OC(=O)C)OC(=O)C)(=O)C.[Na+].C(O)(=O)C. The catalyst is ClCCCl.CO.C(Cl)Cl. The product is [CH2:1]([CH:8]1[CH2:13][CH2:12][CH2:11][N:10]([CH2:14][C:16]2[CH:31]=[CH:30][C:19]([O:20][C:21]3[CH:29]=[CH:28][C:24]([C:25]([NH2:27])=[O:26])=[CH:23][N:22]=3)=[CH:18][CH:17]=2)[CH2:9]1)[C:2]1[CH:7]=[CH:6][CH:5]=[CH:4][CH:3]=1. The yield is 0.370. (6) The reactants are [CH3:1][O:2][C:3](=[O:48])[CH:4]([NH:28]C(C1C=CC=CC=1)(C1C=CC=CC=1)C1C=CC=CC=1)[CH2:5][O:6][C:7]1[CH:12]=[CH:11][C:10]([CH2:13][CH2:14][CH2:15][CH2:16][NH:17][C:18]([O:20][CH2:21][C:22]2[CH:27]=[CH:26][CH:25]=[CH:24][CH:23]=2)=[O:19])=[CH:9][CH:8]=1.FC(F)(F)C(O)=O.C(N(CC)CC)C.[C:71](O[C:71]([O:73][C:74]([CH3:77])([CH3:76])[CH3:75])=[O:72])([O:73][C:74]([CH3:77])([CH3:76])[CH3:75])=[O:72]. The catalyst is ClCCl.O. The product is [CH3:1][O:2][C:3](=[O:48])[CH:4]([NH:28][C:71]([O:73][C:74]([CH3:75])([CH3:76])[CH3:77])=[O:72])[CH2:5][O:6][C:7]1[CH:8]=[CH:9][C:10]([CH2:13][CH2:14][CH2:15][CH2:16][NH:17][C:18]([O:20][CH2:21][C:22]2[CH:23]=[CH:24][CH:25]=[CH:26][CH:27]=2)=[O:19])=[CH:11][CH:12]=1. The yield is 0.520. (7) The reactants are [CH3:1][O:2][C:3](=[O:36])[NH:4][CH:5]([C:9]([N:11]1[CH2:15][CH2:14][CH2:13][CH:12]1[C:16]1[N:17]([CH2:28][O:29][CH2:30][CH2:31][Si:32]([CH3:35])([CH3:34])[CH3:33])[C:18]([C:21]2[CH:26]=[CH:25][C:24](Br)=[CH:23][CH:22]=2)=[CH:19][N:20]=1)=[O:10])[CH:6]([CH3:8])[CH3:7].[C:37]([N:47]1[CH2:52][CH2:51][NH:50][CH2:49][CH2:48]1)([O:39][CH2:40][C:41]1[CH:46]=[CH:45][CH:44]=[CH:43][CH:42]=1)=[O:38].C1C=CC(P(C2C(C3C(P(C4C=CC=CC=4)C4C=CC=CC=4)=CC=C4C=3C=CC=C4)=C3C(C=CC=C3)=CC=2)C2C=CC=CC=2)=CC=1.CC([O-])(C)C.[Na+]. The catalyst is C1(C)C=CC=CC=1.CC([O-])=O.CC([O-])=O.[Pd+2]. The product is [CH2:40]([O:39][C:37]([N:47]1[CH2:52][CH2:51][N:50]([C:24]2[CH:25]=[CH:26][C:21]([C:18]3[N:17]([CH2:28][O:29][CH2:30][CH2:31][Si:32]([CH3:35])([CH3:34])[CH3:33])[C:16]([CH:12]4[CH2:13][CH2:14][CH2:15][N:11]4[C:9](=[O:10])[CH:5]([NH:4][C:3]([O:2][CH3:1])=[O:36])[CH:6]([CH3:8])[CH3:7])=[N:20][CH:19]=3)=[CH:22][CH:23]=2)[CH2:49][CH2:48]1)=[O:38])[C:41]1[CH:46]=[CH:45][CH:44]=[CH:43][CH:42]=1. The yield is 0.130.